Dataset: Forward reaction prediction with 1.9M reactions from USPTO patents (1976-2016). Task: Predict the product of the given reaction. (1) Given the reactants C[O:2][C:3](=[O:22])[C:4]1[CH:9]=[C:8]([O:10][C:11]2[CH:16]=[CH:15][C:14]([F:17])=[CH:13][C:12]=2[F:18])[CH:7]=[CH:6][C:5]=1[N+:19]([O-:21])=[O:20].[OH-].[Na+].Cl, predict the reaction product. The product is: [F:18][C:12]1[CH:13]=[C:14]([F:17])[CH:15]=[CH:16][C:11]=1[O:10][C:8]1[CH:7]=[CH:6][C:5]([N+:19]([O-:21])=[O:20])=[C:4]([CH:9]=1)[C:3]([OH:22])=[O:2]. (2) Given the reactants CS(O[CH2:6][C@@H:7]([N:10]([CH2:24][C:25]1[CH:30]=[CH:29][CH:28]=[CH:27][CH:26]=1)[C:11]1[CH:16]=[CH:15][C:14]([C:17]([F:20])([F:19])[F:18])=[CH:13][C:12]=1[N+:21]([O-])=O)[CH2:8][CH3:9])(=O)=O, predict the reaction product. The product is: [CH2:24]([N:10]1[C:11]2[C:12](=[CH:13][C:14]([C:17]([F:20])([F:19])[F:18])=[CH:15][CH:16]=2)[NH:21][CH2:6][C@@H:7]1[CH2:8][CH3:9])[C:25]1[CH:30]=[CH:29][CH:28]=[CH:27][CH:26]=1. (3) Given the reactants Cl[C:2]1[O:3][C:4]([CH2:14][CH2:15][C:16]([OH:18])=[O:17])=[C:5]([C:7]2[CH:12]=[CH:11][C:10]([Cl:13])=[CH:9][CH:8]=2)[N:6]=1.Cl.[SH:20][C:21]1[N:26]=[C:25]([CH3:27])[CH:24]=[CH:23][N:22]=1.C(=O)([O-])[O-].[K+].[K+].Cl, predict the reaction product. The product is: [Cl:13][C:10]1[CH:11]=[CH:12][C:7]([C:5]2[N:6]=[C:2]([S:20][C:21]3[N:26]=[C:25]([CH3:27])[CH:24]=[CH:23][N:22]=3)[O:3][C:4]=2[CH2:14][CH2:15][C:16]([OH:18])=[O:17])=[CH:8][CH:9]=1. (4) Given the reactants [I-].[CH3:2][S+](C)(C)=O.[OH-].[K+].[CH3:9][O:10][C:11]1[CH:16]=[CH:15][C:14](/[CH:17]=[CH:18]\[C:19]([O:21][CH2:22][CH3:23])=[O:20])=[CH:13][CH:12]=1, predict the reaction product. The product is: [CH3:9][O:10][C:11]1[CH:12]=[CH:13][C:14]([CH:17]2[CH2:2][CH:18]2[C:19]([O:21][CH2:22][CH3:23])=[O:20])=[CH:15][CH:16]=1. (5) The product is: [CH:1]1([N:4]2[C:13]3[N:12]=[C:11]4[C:14]([F:31])=[C:15]([N:19]5[CH2:20][CH2:21][N:22]([CH2:25][C:26]6[O:30][CH:29]=[CH:28][CH:27]=6)[CH2:23][CH2:24]5)[C:16]([F:18])=[CH:17][C:10]4=[CH:9][C:8]=3[C:7](=[O:32])[C:6]([C:33]([OH:35])=[O:34])=[CH:5]2)[CH2:2][CH2:3]1. Given the reactants [CH:1]1([N:4]2[C:13]3[N:12]=[C:11]4[C:14]([F:31])=[C:15]([N:19]5[CH2:24][CH2:23][N:22]([CH2:25][C:26]6[O:30][CH:29]=[CH:28][CH:27]=6)[CH2:21][CH2:20]5)[C:16]([F:18])=[CH:17][C:10]4=[CH:9][C:8]=3[C:7](=[O:32])[C:6]([C:33]([O:35]CC)=[O:34])=[CH:5]2)[CH2:3][CH2:2]1.C(O)(=O)C, predict the reaction product. (6) Given the reactants [CH3:1][O:2][CH2:3][CH2:4][O:5][C:6]1[CH:7]=[C:8]2[C:20](NC3C=CC=C(C#C)C=3)=NC=N[C:9]2=[CH:10][C:11]=1[O:12][CH2:13][CH2:14][O:15][CH3:16].Cl.[OH:31]C1C=C(C=CC=1O)C=O.COCC, predict the reaction product. The product is: [CH3:1][O:2][CH2:3][CH2:4][O:5][C:6]1[CH:7]=[C:8]([CH:9]=[CH:10][C:11]=1[O:12][CH2:13][CH2:14][O:15][CH3:16])[CH:20]=[O:31].